Dataset: NCI-60 drug combinations with 297,098 pairs across 59 cell lines. Task: Regression. Given two drug SMILES strings and cell line genomic features, predict the synergy score measuring deviation from expected non-interaction effect. Drug 1: C1=CC(=CC=C1C#N)C(C2=CC=C(C=C2)C#N)N3C=NC=N3. Drug 2: COC1=NC(=NC2=C1N=CN2C3C(C(C(O3)CO)O)O)N. Cell line: IGROV1. Synergy scores: CSS=-4.97, Synergy_ZIP=3.63, Synergy_Bliss=3.74, Synergy_Loewe=-5.92, Synergy_HSA=-5.36.